Dataset: Full USPTO retrosynthesis dataset with 1.9M reactions from patents (1976-2016). Task: Predict the reactants needed to synthesize the given product. (1) Given the product [Br:1][C:2]1[CH:3]=[C:4]([C:5]2[N:12]=[C:13]3[CH:18]=[CH:17][CH:16]=[CH:15][N:14]3[CH:6]=2)[CH:9]=[CH:10][CH:11]=1, predict the reactants needed to synthesize it. The reactants are: [Br:1][C:2]1[CH:3]=[C:4]([CH:9]=[CH:10][CH:11]=1)[C:5](=O)[CH2:6]Br.[NH2:12][C:13]1[CH:18]=[CH:17][CH:16]=[CH:15][N:14]=1.C(=O)([O-])O.[Na+]. (2) Given the product [ClH:3].[Cl:27][C:28]1[CH:36]=[CH:35][CH:34]=[CH:33][C:29]=1[C:30]([NH:25][C:17]1[CH:18]=[CH:19][C:20]2[NH:21][C:22]3[N:23]=[C:7]([NH:8][C:9]4[CH:10]=[CH:11][CH:12]=[C:13]([CH:26]=4)[CH2:14][CH2:15][C:16]=1[CH:24]=2)[N:6]=[CH:5][C:4]=3[Cl:3])=[O:31], predict the reactants needed to synthesize it. The reactants are: Cl.Cl.[Cl:3][C:4]1[CH:5]=[N:6][C:7]2[NH:8][C:9]3[CH:10]=[CH:11][CH:12]=[C:13]([CH:26]=3)[CH2:14][CH2:15][C:16]3[CH:24]=[C:20]([NH:21][C:22]=1[N:23]=2)[CH:19]=[CH:18][C:17]=3[NH2:25].[Cl:27][C:28]1[CH:36]=[CH:35][CH:34]=[CH:33][C:29]=1[C:30](Cl)=[O:31].